From a dataset of Forward reaction prediction with 1.9M reactions from USPTO patents (1976-2016). Predict the product of the given reaction. (1) Given the reactants [Cl-].[Cl-].[Cl-].[Al+3].[CH3:5][O:6][C:7]1[CH:12]=[CH:11][CH:10]=[CH:9][C:8]=1[O:13][CH3:14].[C:15]1(=[O:25])[C:19]2([CH2:23][CH2:22][CH2:21][CH2:20]2)[CH2:18][C:17](=[O:24])[O:16]1.O, predict the reaction product. The product is: [CH3:5][O:6][C:7]1[CH:12]=[C:11]([C:17](=[O:24])[CH2:18][C:19]2([C:15]([OH:25])=[O:16])[CH2:23][CH2:22][CH2:21][CH2:20]2)[CH:10]=[CH:9][C:8]=1[O:13][CH3:14]. (2) Given the reactants C([O:4][C:5]1[CH:10]=[C:9]([C:11]#[N:12])[C:8](Br)=[C:7]([C:14]#[N:15])[C:6]=1[O:16]C(=O)C)(=O)C.[CH2:20]([S:22][C:23]1[CH:28]=[CH:27][C:26](B(O)O)=[CH:25][CH:24]=1)[CH3:21], predict the reaction product. The product is: [CH2:20]([S:22][C:23]1[CH:28]=[CH:27][C:26]([C:8]2[C:7]([C:14]#[N:15])=[C:6]([OH:16])[C:5]([OH:4])=[CH:10][C:9]=2[C:11]#[N:12])=[CH:25][CH:24]=1)[CH3:21]. (3) Given the reactants [Br:1][CH2:2][CH:3]1[CH2:5][O:4]1.[F:6][C:7]1[CH:8]=[C:9]([N:13]=[C:14]=[O:15])[CH:10]=[CH:11][CH:12]=1, predict the reaction product. The product is: [Br:1][CH2:2][CH:3]1[O:4][C:14](=[O:15])[N:13]([C:9]2[CH:10]=[CH:11][CH:12]=[C:7]([F:6])[CH:8]=2)[CH2:5]1. (4) The product is: [F:1][C:2]1[CH:7]=[CH:6][CH:5]=[CH:4][C:3]=1[C:8]1[C:9]([C:18](=[O:19])[CH3:24])=[CH:10][CH:11]=[C:12]2[C:17]=1[N:16]=[CH:15][CH:14]=[CH:13]2. Given the reactants [F:1][C:2]1[CH:7]=[CH:6][CH:5]=[CH:4][C:3]=1[C:8]1[C:9]([C:18](N(OC)C)=[O:19])=[CH:10][CH:11]=[C:12]2[C:17]=1[N:16]=[CH:15][CH:14]=[CH:13]2.[CH3:24][Mg]Br, predict the reaction product. (5) Given the reactants [NH:1]1[CH2:4][CH2:3][C@H:2]1[CH2:5][N:6]1[C:14]2[C:9](=[C:10]([Cl:15])[CH:11]=[CH:12][CH:13]=2)[C:8]([C:16]([NH:18][CH2:19][CH:20]2[CH2:25][CH2:24][C:23]([F:27])([F:26])[CH2:22][CH2:21]2)=[O:17])=[CH:7]1.C=O.[C:30](O[BH-](OC(=O)C)OC(=O)C)(=O)C.[Na+], predict the reaction product. The product is: [Cl:15][C:10]1[CH:11]=[CH:12][CH:13]=[C:14]2[C:9]=1[C:8]([C:16]([NH:18][CH2:19][CH:20]1[CH2:25][CH2:24][C:23]([F:26])([F:27])[CH2:22][CH2:21]1)=[O:17])=[CH:7][N:6]2[CH2:5][C@@H:2]1[CH2:3][CH2:4][N:1]1[CH3:30]. (6) Given the reactants [Cl:1][C:2]1[CH:24]=[CH:23][C:5]2[N:6]=[C:7]([NH:9][C:10]3[N:14]([CH3:15])[C:13]4[CH:16]=[CH:17][C:18]([C:20]([OH:22])=O)=[CH:19][C:12]=4[N:11]=3)[S:8][C:4]=2[CH:3]=1.Cl.[NH2:26][CH2:27][C:28]([N:30]1[CH2:35][CH2:34][O:33][CH2:32][CH2:31]1)=[O:29].CN(C(ON1N=NC2C=CC=CC1=2)=[N+](C)C)C.F[P-](F)(F)(F)(F)F.CCN(C(C)C)C(C)C, predict the reaction product. The product is: [N:30]1([C:28](=[O:29])[CH2:27][NH:26][C:20]([C:18]2[CH:17]=[CH:16][C:13]3[N:14]([CH3:15])[C:10]([NH:9][C:7]4[S:8][C:4]5[CH:3]=[C:2]([Cl:1])[CH:24]=[CH:23][C:5]=5[N:6]=4)=[N:11][C:12]=3[CH:19]=2)=[O:22])[CH2:35][CH2:34][O:33][CH2:32][CH2:31]1.